This data is from Forward reaction prediction with 1.9M reactions from USPTO patents (1976-2016). The task is: Predict the product of the given reaction. Given the reactants [F:1][C:2]1[CH:3]=[C:4]([CH:7]=[C:8]([F:10])[CH:9]=1)[C:5]#N.[H][H].C(O)=[O:14], predict the reaction product. The product is: [F:1][C:2]1[CH:3]=[C:4]([CH:7]=[C:8]([F:10])[CH:9]=1)[CH:5]=[O:14].